This data is from Forward reaction prediction with 1.9M reactions from USPTO patents (1976-2016). The task is: Predict the product of the given reaction. Given the reactants Br[C:2]1[CH:7]=[CH:6][C:5]([C:8]2[CH:13]=[CH:12][CH:11]=[CH:10][CH:9]=2)=[CH:4][CH:3]=1.[CH3:14][O:15][C:16]1[CH:21]=[CH:20][C:19]([OH:22])=[CH:18][CH:17]=1.C([O-])([O-])=O.[Cs+].[Cs+].CN(C)CC(O)=O.Cl, predict the reaction product. The product is: [CH3:14][O:15][C:16]1[CH:21]=[CH:20][C:19]([O:22][C:2]2[CH:7]=[CH:6][C:5]([C:8]3[CH:13]=[CH:12][CH:11]=[CH:10][CH:9]=3)=[CH:4][CH:3]=2)=[CH:18][CH:17]=1.